From a dataset of NCI-60 drug combinations with 297,098 pairs across 59 cell lines. Regression. Given two drug SMILES strings and cell line genomic features, predict the synergy score measuring deviation from expected non-interaction effect. (1) Drug 1: CCC1=C2CN3C(=CC4=C(C3=O)COC(=O)C4(CC)O)C2=NC5=C1C=C(C=C5)O. Drug 2: COCCOC1=C(C=C2C(=C1)C(=NC=N2)NC3=CC=CC(=C3)C#C)OCCOC.Cl. Cell line: UACC-257. Synergy scores: CSS=14.4, Synergy_ZIP=-2.38, Synergy_Bliss=0.617, Synergy_Loewe=-35.7, Synergy_HSA=1.31. (2) Drug 1: CS(=O)(=O)OCCCCOS(=O)(=O)C. Drug 2: C1=NNC2=C1C(=O)NC=N2. Cell line: OVCAR3. Synergy scores: CSS=4.21, Synergy_ZIP=0.119, Synergy_Bliss=1.34, Synergy_Loewe=-2.58, Synergy_HSA=0.267. (3) Synergy scores: CSS=5.47, Synergy_ZIP=-2.07, Synergy_Bliss=-0.737, Synergy_Loewe=-1.62, Synergy_HSA=-1.74. Drug 2: C1=CC=C(C=C1)NC(=O)CCCCCCC(=O)NO. Cell line: NCI-H226. Drug 1: CC(C1=C(C=CC(=C1Cl)F)Cl)OC2=C(N=CC(=C2)C3=CN(N=C3)C4CCNCC4)N. (4) Drug 1: CCC1=C2CN3C(=CC4=C(C3=O)COC(=O)C4(CC)O)C2=NC5=C1C=C(C=C5)O. Drug 2: C1=NNC2=C1C(=O)NC=N2. Cell line: UACC62. Synergy scores: CSS=59.0, Synergy_ZIP=-3.04, Synergy_Bliss=-3.39, Synergy_Loewe=-34.0, Synergy_HSA=-1.74. (5) Drug 1: CS(=O)(=O)CCNCC1=CC=C(O1)C2=CC3=C(C=C2)N=CN=C3NC4=CC(=C(C=C4)OCC5=CC(=CC=C5)F)Cl. Drug 2: C(CC(=O)O)C(=O)CN.Cl. Cell line: K-562. Synergy scores: CSS=3.68, Synergy_ZIP=-1.70, Synergy_Bliss=-1.51, Synergy_Loewe=2.82, Synergy_HSA=-4.03. (6) Cell line: SF-268. Synergy scores: CSS=-2.77, Synergy_ZIP=2.38, Synergy_Bliss=3.31, Synergy_Loewe=-3.22, Synergy_HSA=-2.61. Drug 2: C(CN)CNCCSP(=O)(O)O. Drug 1: CC(C)(C#N)C1=CC(=CC(=C1)CN2C=NC=N2)C(C)(C)C#N.